This data is from NCI-60 drug combinations with 297,098 pairs across 59 cell lines. The task is: Regression. Given two drug SMILES strings and cell line genomic features, predict the synergy score measuring deviation from expected non-interaction effect. Synergy scores: CSS=2.37, Synergy_ZIP=0.525, Synergy_Bliss=2.09, Synergy_Loewe=-0.000556, Synergy_HSA=0.342. Drug 2: CN1C2=C(C=C(C=C2)N(CCCl)CCCl)N=C1CCCC(=O)O.Cl. Cell line: MCF7. Drug 1: CS(=O)(=O)CCNCC1=CC=C(O1)C2=CC3=C(C=C2)N=CN=C3NC4=CC(=C(C=C4)OCC5=CC(=CC=C5)F)Cl.